Dataset: Reaction yield outcomes from USPTO patents with 853,638 reactions. Task: Predict the reaction yield, written as a fraction of the theoretical maximum amount of product (1.0 means a 100% yield; for example, 0.34 means a 34% yield). (1) The reactants are CCCCCCCCCC[CH2:11][CH2:12][O:13]S([O-])(=O)=O.[Na+].[OH:19][CH2:20][CH:21](CO)O.C(S)[C@@H](O)[C@H](O)CS.C1C=CC2S(=O)(=O)OC(C3C=C(Br)C(O)=C(Br)C=3)(C3C=C(Br)C(O)=C(Br)C=3)C=2C=1.[CH2:62]([OH:69])[C:63]([NH2:68])([CH2:66][OH:67])[CH2:64][OH:65]. No catalyst specified. The product is [CH2:21]([N:68]([C:63]([CH2:66][OH:67])([CH2:64][OH:65])[CH2:62][OH:69])[CH2:11][CH2:12][OH:13])[CH2:20][OH:19]. The yield is 0.100. (2) The reactants are [Li+].CC([N-]C(C)C)C.[CH2:9]([O:16][CH2:17][CH2:18][CH:19]1[CH2:24][CH2:23][C:22](=[O:25])[CH2:21][CH2:20]1)[C:10]1[CH:15]=[CH:14][CH:13]=[CH:12][CH:11]=1.CN(P(N(C)C)(N(C)C)=O)C.C([C:39]([O:41][CH3:42])=[O:40])#N. The catalyst is C1COCC1. The product is [CH3:42][O:41][C:39]([CH:23]1[CH2:24][CH:19]([CH2:18][CH2:17][O:16][CH2:9][C:10]2[CH:15]=[CH:14][CH:13]=[CH:12][CH:11]=2)[CH2:20][CH2:21][C:22]1=[O:25])=[O:40]. The yield is -0.900. (3) The reactants are [OH-].[Li+].[F:3][CH:4]([F:29])[C:5]1[N:6]([C:17]2[C:26]3[C:21](=[CH:22][CH:23]=[CH:24][CH:25]=3)[C:20]([CH2:27][CH3:28])=[CH:19][CH:18]=2)[C:7]([S:10][CH2:11][C:12]([O:14]CC)=[O:13])=[N:8][N:9]=1. The catalyst is C1COCC1.O. The product is [F:29][CH:4]([F:3])[C:5]1[N:6]([C:17]2[C:26]3[C:21](=[CH:22][CH:23]=[CH:24][CH:25]=3)[C:20]([CH2:27][CH3:28])=[CH:19][CH:18]=2)[C:7]([S:10][CH2:11][C:12]([OH:14])=[O:13])=[N:8][N:9]=1. The yield is 0.990. (4) The reactants are [Cl:1][C:2]1[N:3]=[C:4](Cl)[C:5]2[S:10][CH:9]=[CH:8][C:6]=2[N:7]=1.[NH:12]1[CH2:17][CH2:16][O:15][CH2:14][CH2:13]1. The catalyst is CO. The product is [Cl:1][C:2]1[N:3]=[C:4]([N:12]2[CH2:17][CH2:16][O:15][CH2:14][CH2:13]2)[C:5]2[S:10][CH:9]=[CH:8][C:6]=2[N:7]=1. The yield is 1.00. (5) The reactants are [I-].C[S+](C)(C)=O.[H-].[Na+].[CH3:9]S(C)=O.[CH3:13][C:14]([CH3:35])([CH3:34])[C:15]([C:17]1[CH:22]=[CH:21][C:20]([C:23]2[CH:28]=[CH:27][C:26]([O:29][C:30]([F:33])([F:32])[F:31])=[CH:25][CH:24]=2)=[CH:19][N:18]=1)=[O:16]. The catalyst is C1COCC1. The product is [C:14]([C:15]1([C:17]2[CH:22]=[CH:21][C:20]([C:23]3[CH:28]=[CH:27][C:26]([O:29][C:30]([F:33])([F:31])[F:32])=[CH:25][CH:24]=3)=[CH:19][N:18]=2)[CH2:9][O:16]1)([CH3:35])([CH3:34])[CH3:13]. The yield is 0.240. (6) The reactants are C[Si](C)(C)[O:3][C:4]([C:6]1[CH:11]=[CH:10][C:9]([N:12]2[CH:16]=[N:15][CH:14]=[N:13]2)=[CH:8][CH:7]=1)=[CH2:5].Br[CH:20]([C:25]1[CH:30]=[C:29]([Cl:31])[CH:28]=[C:27]([Cl:32])[CH:26]=1)[C:21]([F:24])([F:23])[F:22].N1C=CC=CC=1C1C=CC=CN=1. The catalyst is ClC1C=CC=CC=1Cl.Cl[Cu]. The product is [N:12]1([C:9]2[CH:10]=[CH:11][C:6]([C:4](=[O:5])[CH2:3][CH:20]([C:25]3[CH:26]=[C:27]([Cl:32])[CH:28]=[C:29]([Cl:31])[CH:30]=3)[C:21]([F:24])([F:23])[F:22])=[CH:7][CH:8]=2)[CH:16]=[N:15][CH:14]=[N:13]1. The yield is 0.310.